Task: Regression/Classification. Given a drug SMILES string, predict its absorption, distribution, metabolism, or excretion properties. Task type varies by dataset: regression for continuous measurements (e.g., permeability, clearance, half-life) or binary classification for categorical outcomes (e.g., BBB penetration, CYP inhibition). For this dataset (solubility_aqsoldb), we predict Y.. Dataset: Aqueous solubility values for 9,982 compounds from the AqSolDB database (1) The drug is CC(=O)O.OCCNCCO. The Y is 0.782 log mol/L. (2) The drug is CC(C)=CCC1(C)C(=O)NC(=O)NC1=O. The Y is -2.60 log mol/L. (3) The compound is CC(Oc1ccc(Oc2nc3ccc(Cl)cc3o2)cc1)C(=O)O. The Y is -3.09 log mol/L. (4) The drug is CCCCCCCCCCCC(=O)OC(C)C. The Y is -5.38 log mol/L. (5) The compound is O=[N+]([O-])c1cc(C(F)(F)F)ccc1O. The Y is -2.50 log mol/L. (6) The drug is Clc1cc(Cl)c(Oc2ccccc2)c(Cl)c1. The Y is -6.11 log mol/L.